Dataset: Full USPTO retrosynthesis dataset with 1.9M reactions from patents (1976-2016). Task: Predict the reactants needed to synthesize the given product. (1) The reactants are: [Cl:1][C:2]1[C:7]([Cl:8])=[CH:6][CH:5]=[CH:4][C:3]=1[N:9]1[CH2:14][CH2:13][N:12]([CH2:15][CH:16]([OH:34])[CH2:17][CH2:18][NH:19][C:20](=[O:33])[C:21]2[CH:26]=[CH:25][C:24]([C:27]3[CH:32]=[CH:31][CH:30]=[CH:29][N:28]=3)=[CH:23][CH:22]=2)[CH2:11][CH2:10]1.[C:35](OC(=O)C)(=[O:37])[CH3:36].C(N(CC)CC)C. Given the product [C:35]([O:34][CH:16]([CH2:17][CH2:18][NH:19][C:20](=[O:33])[C:21]1[CH:26]=[CH:25][C:24]([C:27]2[CH:32]=[CH:31][CH:30]=[CH:29][N:28]=2)=[CH:23][CH:22]=1)[CH2:15][N:12]1[CH2:11][CH2:10][N:9]([C:3]2[CH:4]=[CH:5][CH:6]=[C:7]([Cl:8])[C:2]=2[Cl:1])[CH2:14][CH2:13]1)(=[O:37])[CH3:36], predict the reactants needed to synthesize it. (2) The reactants are: [Br:1][C:2]1[CH:3]=[CH:4][C:5]2[O:9][C:8](=[O:10])[CH:7]([C:11]3[CH:16]=[CH:15][C:14]([Cl:17])=[CH:13][C:12]=3[Cl:18])[C:6]=2[CH:19]=1.[H-].[Al+3].[Li+].[H-].[H-].[H-].O. Given the product [Br:1][C:2]1[CH:3]=[CH:4][C:5]([OH:9])=[C:6]([CH:7]([C:11]2[CH:16]=[CH:15][C:14]([Cl:17])=[CH:13][C:12]=2[Cl:18])[CH2:8][OH:10])[CH:19]=1, predict the reactants needed to synthesize it. (3) Given the product [Cl:26][C:6]1[CH:5]=[N:4][CH:3]=[C:2]([Cl:1])[C:7]=1[NH:8][C:9]1[NH:10][C:11]2[C:17]3[CH2:18][C:19]([CH3:21])([CH3:22])[O:20][C:16]=3[C:15]([C:23]([NH:62][C:61]3[CH:63]=[CH:64][C:58]([C:57]([F:56])([F:65])[F:66])=[CH:59][CH:60]=3)=[O:24])=[CH:14][C:12]=2[N:13]=1, predict the reactants needed to synthesize it. The reactants are: [Cl:1][C:2]1[CH:3]=[N:4][CH:5]=[C:6]([Cl:26])[C:7]=1[NH:8][C:9]1[NH:10][C:11]2[C:17]3[CH2:18][C:19]([CH3:22])([CH3:21])[O:20][C:16]=3[C:15]([C:23](O)=[O:24])=[CH:14][C:12]=2[N:13]=1.F[B-](F)(F)F.N1(OC(N(C)C)=[N+](C)C)C2C=CC=CC=2N=N1.CN1CCOCC1.[F:56][C:57]([F:66])([F:65])[C:58]1[CH:64]=[CH:63][C:61]([NH2:62])=[CH:60][CH:59]=1. (4) The reactants are: [CH2:1]1C[O:4][CH2:3][CH2:2]1.Cl[C:7]1[N:26]=[C:25]([Cl:27])[CH:24]=[CH:23][C:8]=1[C:9]([NH:11][CH:12]1[CH:19]2[CH2:20][CH:15]3[CH2:16][C:17]([OH:22])([CH2:21][CH:13]1[CH2:14]3)[CH2:18]2)=[O:10]. Given the product [Cl:27][C:25]1[CH:24]=[CH:23][C:8]([C:9]([NH:11][CH:12]2[CH:13]3[CH2:14][CH:15]4[CH2:16][C:17]([OH:22])([CH2:18][CH:19]2[CH2:20]4)[CH2:21]3)=[O:10])=[C:7]([O:4][CH2:3][CH2:2][CH3:1])[N:26]=1, predict the reactants needed to synthesize it.